This data is from Reaction yield outcomes from USPTO patents with 853,638 reactions. The task is: Predict the reaction yield, written as a fraction of the theoretical maximum amount of product (1.0 means a 100% yield; for example, 0.34 means a 34% yield). (1) The reactants are [Cl:1][C:2]1[CH:7]=[CH:6][C:5]([C@H:8]2[O:10][C@@H:9]2[CH2:11][OH:12])=[CH:4][C:3]=1[F:13].[H-].COCCO[Al+]OCCOC.[Na+].[H-]. The catalyst is COCCOC.CCOCC. The product is [Cl:1][C:2]1[CH:7]=[CH:6][C:5]([C@@H:8]([OH:10])[CH2:9][CH2:11][OH:12])=[CH:4][C:3]=1[F:13]. The yield is 0.986. (2) The reactants are [F:1][C:2]1[CH:7]=[CH:6][C:5]([CH:8]2[C:12]3[C:13]([CH3:20])=[C:14]([NH2:19])[C:15]([CH3:18])=[C:16]([CH3:17])[C:11]=3[O:10][C:9]2([CH3:22])[CH3:21])=[CH:4][CH:3]=1.[CH3:23][O:24][C:25]1[CH:33]=[CH:32][C:28]([C:29](Cl)=[O:30])=[CH:27][CH:26]=1. The catalyst is C(OCC)(=O)C.CCCCCC. The product is [F:1][C:2]1[CH:7]=[CH:6][C:5]([CH:8]2[C:12]3[C:13]([CH3:20])=[C:14]([NH:19][C:29](=[O:30])[C:28]4[CH:32]=[CH:33][C:25]([O:24][CH3:23])=[CH:26][CH:27]=4)[C:15]([CH3:18])=[C:16]([CH3:17])[C:11]=3[O:10][C:9]2([CH3:22])[CH3:21])=[CH:4][CH:3]=1. The yield is 0.790. (3) The reactants are [Cl:1][C:2]1[CH:24]=[C:23]([CH2:25]O)[CH:22]=[C:21]([Cl:27])[C:3]=1[C:4]([C:6]1[C:14]2[C:9](=[C:10]([NH:15][C:16]([CH:18]3[CH2:20][CH2:19]3)=[O:17])[N:11]=[CH:12][CH:13]=2)[NH:8][CH:7]=1)=[O:5].P(Br)(Br)[Br:29]. The catalyst is ClCCl.C(Cl)(Cl)(Cl)Cl. The product is [Br:29][CH2:25][C:23]1[CH:24]=[C:2]([Cl:1])[C:3]([C:4]([C:6]2[C:14]3[C:9](=[C:10]([NH:15][C:16]([CH:18]4[CH2:20][CH2:19]4)=[O:17])[N:11]=[CH:12][CH:13]=3)[NH:8][CH:7]=2)=[O:5])=[C:21]([Cl:27])[CH:22]=1. The yield is 0.330. (4) The reactants are [N+:1]([C:4]1[CH:5]=[N:6][N:7]([C:9]2[CH:14]=[CH:13][CH:12]=[CH:11][CH:10]=2)[CH:8]=1)([O-])=O. The catalyst is CO.CCOC(C)=O.[Pd]. The product is [NH2:1][C:4]1[CH:5]=[N:6][N:7]([C:9]2[CH:14]=[CH:13][CH:12]=[CH:11][CH:10]=2)[CH:8]=1. The yield is 694. (5) The reactants are Br[C:2]1[CH:10]=[C:9]2[C:5]([C:6]([C:24]3[CH:33]=[CH:32][C:27]([C:28]([O:30][CH3:31])=[O:29])=[CH:26][C:25]=3[F:34])=[N:7][N:8]2[C:11](=[O:23])[C:12]2[C:17]([C:18]([F:21])([F:20])[F:19])=[CH:16][CH:15]=[CH:14][C:13]=2[Cl:22])=[CH:4][CH:3]=1.Br[C:36]1[N:37]=[CH:38][N:39]([CH3:41])[CH:40]=1.C([O-])([O-])=O.[K+].[K+].N#N. The catalyst is O1CCOCC1.C1C=CC([P]([Pd]([P](C2C=CC=CC=2)(C2C=CC=CC=2)C2C=CC=CC=2)([P](C2C=CC=CC=2)(C2C=CC=CC=2)C2C=CC=CC=2)[P](C2C=CC=CC=2)(C2C=CC=CC=2)C2C=CC=CC=2)(C2C=CC=CC=2)C2C=CC=CC=2)=CC=1. The product is [Cl:22][C:13]1[CH:14]=[CH:15][CH:16]=[C:17]([C:18]([F:20])([F:19])[F:21])[C:12]=1[C:11]([N:8]1[C:9]2[C:5](=[CH:4][CH:3]=[C:2]([C:36]3[N:37]=[CH:38][N:39]([CH3:41])[CH:40]=3)[CH:10]=2)[C:6]([C:24]2[CH:33]=[CH:32][C:27]([C:28]([O:30][CH3:31])=[O:29])=[CH:26][C:25]=2[F:34])=[N:7]1)=[O:23]. The yield is 0.0720. (6) The reactants are C(OC([NH:8][C:9]([N:11](C(OC(C)(C)C)=O)[CH2:12][CH2:13][CH2:14][CH2:15][NH:16][C:17]1[N:22]2[N:23]=[C:24]([C:38]3[CH:43]=[CH:42][C:41]([O:44][CH3:45])=[CH:40][CH:39]=3)[C:25]([C:26]3[CH:31]=[CH:30][N:29]=[C:28]([NH:32][CH:33]4[CH2:37][CH2:36][CH2:35][CH2:34]4)[N:27]=3)=[C:21]2[CH:20]=[CH:19][CH:18]=1)=[NH:10])=O)(C)(C)C.FC(F)(F)C(O)=O. The catalyst is ClCCl. The product is [CH:33]1([NH:32][C:28]2[N:27]=[C:26]([C:25]3[C:24]([C:38]4[CH:39]=[CH:40][C:41]([O:44][CH3:45])=[CH:42][CH:43]=4)=[N:23][N:22]4[C:17]([NH:16][CH2:15][CH2:14][CH2:13][CH2:12][NH:11][C:9]([NH2:10])=[NH:8])=[CH:18][CH:19]=[CH:20][C:21]=34)[CH:31]=[CH:30][N:29]=2)[CH2:37][CH2:36][CH2:35][CH2:34]1. The yield is 0.330. (7) The reactants are [CH3:1][O:2][C:3]1[CH:4]=[C:5]([CH:11]([N:17]2[C:25](=[O:26])[C:24]3[C:19](=[CH:20][CH:21]=[CH:22][C:23]=3[NH:27][C:28](=[O:31])[CH2:29][Cl:30])[C:18]2=[O:32])[CH2:12][S:13]([CH3:16])(=[O:15])=[O:14])[CH:6]=[CH:7][C:8]=1[O:9][CH3:10].[CH3:33][NH:34][CH3:35].O1CCCC1.Cl. The catalyst is C(#N)C.C(O)C.C(OCC)(=O)C.CCOCC. The product is [ClH:30].[CH3:1][O:2][C:3]1[CH:4]=[C:5]([CH:11]([N:17]2[C:25](=[O:26])[C:24]3[C:19](=[CH:20][CH:21]=[CH:22][C:23]=3[NH:27][C:28](=[O:31])[CH2:29][N:34]([CH3:35])[CH3:33])[C:18]2=[O:32])[CH2:12][S:13]([CH3:16])(=[O:15])=[O:14])[CH:6]=[CH:7][C:8]=1[O:9][CH3:10]. The yield is 0.740. (8) The reactants are [CH:1]1([C:6]2[C:7]([OH:20])=[CH:8][C:9]([N+:17]([O-])=O)=[C:10]([CH2:12][C:13]([O:15][CH3:16])=[O:14])[CH:11]=2)[CH2:5][CH2:4][CH2:3][CH2:2]1.O. The catalyst is C(O)(=O)C.CO.[Zn]. The product is [NH2:17][C:9]1[CH:8]=[C:7]([OH:20])[C:6]([CH:1]2[CH2:5][CH2:4][CH2:3][CH2:2]2)=[CH:11][C:10]=1[CH2:12][C:13]([O:15][CH3:16])=[O:14]. The yield is 0.930.